This data is from Catalyst prediction with 721,799 reactions and 888 catalyst types from USPTO. The task is: Predict which catalyst facilitates the given reaction. (1) Reactant: [Cl:1][C:2]1[CH:7]=[CH:6][CH:5]=[CH:4][C:3]=1[NH:8][C:9](=[O:23])[NH:10][C:11]1[CH:16]=[CH:15][C:14]([CH2:17][C:18]([OH:20])=O)=[CH:13][C:12]=1[O:21][CH3:22].[CH:24]1[C:33]2[C:28](=[CH:29][CH:30]=[CH:31][CH:32]=2)[CH:27]=[CH:26][C:25]=1[O:34][C@@H:35]1[CH2:39][NH:38][C@H:37]([CH2:40][O:41][C:42]2[CH:51]=[CH:50][C:45]([C:46]([O:48][CH3:49])=[O:47])=[CH:44][CH:43]=2)[CH2:36]1.CCN=C=NCCCN(C)C.Cl. Product: [Cl:1][C:2]1[CH:7]=[CH:6][CH:5]=[CH:4][C:3]=1[NH:8][C:9](=[O:23])[NH:10][C:11]1[CH:16]=[CH:15][C:14]([CH2:17][C:18]([N:38]2[CH2:39][C@@H:35]([O:34][C:25]3[CH:26]=[CH:27][C:28]4[C:33](=[CH:32][CH:31]=[CH:30][CH:29]=4)[CH:24]=3)[CH2:36][C@H:37]2[CH2:40][O:41][C:42]2[CH:43]=[CH:44][C:45]([C:46]([O:48][CH3:49])=[O:47])=[CH:50][CH:51]=2)=[O:20])=[CH:13][C:12]=1[O:21][CH3:22]. The catalyst class is: 241. (2) Reactant: [O:1]=[C:2]1[CH:8](C(OC)=O)[CH2:7][C:6]2[CH:13]=[CH:14][CH:15]=[CH:16][C:5]=2[CH2:4][CH:3]1C(OC)=O.[OH-].[K+]. Product: [CH:13]1[C:6]2[CH2:7][CH2:8][C:2](=[O:1])[CH2:3][CH2:4][C:5]=2[CH:16]=[CH:15][CH:14]=1. The catalyst class is: 8. (3) Reactant: [CH2:1](Br)[C:2]#C.[O:5]=[CH:6][C:7]1[CH:15]=[CH:14][C:12]([OH:13])=[C:9]([O:10][CH3:11])[CH:8]=1.[C:16](=O)([O-])[O-].[K+].[K+]. Product: [CH3:16][O:13][C:12]1[CH:14]=[CH:15][C:7]([CH:6]=[O:5])=[CH:8][C:9]=1[O:10][CH2:11][C:1]#[CH:2]. The catalyst class is: 21. (4) Reactant: [Cl:1][C:2]1[CH:7]=[C:6]([Cl:8])[CH:5]=[CH:4][C:3]=1[CH2:9][CH2:10][NH:11][C:12]1[N:17]=[C:16]([O:18][CH3:19])[N:15]=[C:14]([C:20]2[CH:21]=[C:22]([C:26]([CH3:31])([CH3:30])[C:27]([OH:29])=[O:28])[CH:23]=[CH:24][CH:25]=2)[CH:13]=1.CN(C(ON1N=NC2C=CC=CC1=2)=[N+](C)C)C.F[P-](F)(F)(F)(F)F.[CH3:56][N:57]([CH3:61])[CH2:58][CH2:59]O. Product: [CH3:56][N:57]([CH3:61])[CH2:58][CH2:59][O:28][C:27](=[O:29])[C:26]([C:22]1[CH:23]=[CH:24][CH:25]=[C:20]([C:14]2[CH:13]=[C:12]([NH:11][CH2:10][CH2:9][C:3]3[CH:4]=[CH:5][C:6]([Cl:8])=[CH:7][C:2]=3[Cl:1])[N:17]=[C:16]([O:18][CH3:19])[N:15]=2)[CH:21]=1)([CH3:31])[CH3:30]. The catalyst class is: 2. (5) Reactant: Br[C:2]1[CH:7]=[CH:6][N:5]=[CH:4][C:3]=1[CH2:8][OH:9].[C:10]([C:12]1[CH:13]=[C:14](B(O)O)[CH:15]=[CH:16][CH:17]=1)#[N:11].C([O-])([O-])=O.[Na+].[Na+]. Product: [OH:9][CH2:8][C:3]1[CH:4]=[N:5][CH:6]=[CH:7][C:2]=1[C:16]1[CH:17]=[C:12]([CH:13]=[CH:14][CH:15]=1)[C:10]#[N:11]. The catalyst class is: 11. (6) Reactant: [C:1]([O:5][C:6]([C:8]1[C:16]2[C:11](=[CH:12][CH:13]=[CH:14][CH:15]=2)[N:10]([CH2:17][CH:18]([O:35]C(=O)C)[CH2:19][O:20][C:21]2[CH:26]=[CH:25][C:24]([CH2:27][CH2:28][CH2:29][CH2:30][CH2:31][CH2:32][CH2:33][CH3:34])=[CH:23][CH:22]=2)[CH:9]=1)=[O:7])([CH3:4])([CH3:3])[CH3:2].C[O-].[Na+]. Product: [C:1]([O:5][C:6]([C:8]1[C:16]2[C:11](=[CH:12][CH:13]=[CH:14][CH:15]=2)[N:10]([CH2:17][CH:18]([OH:35])[CH2:19][O:20][C:21]2[CH:22]=[CH:23][C:24]([CH2:27][CH2:28][CH2:29][CH2:30][CH2:31][CH2:32][CH2:33][CH3:34])=[CH:25][CH:26]=2)[CH:9]=1)=[O:7])([CH3:4])([CH3:3])[CH3:2]. The catalyst class is: 5.